Dataset: Catalyst prediction with 721,799 reactions and 888 catalyst types from USPTO. Task: Predict which catalyst facilitates the given reaction. (1) Reactant: [CH2:1]([C@H:8]1[N:13]([C:14](=[O:34])[CH2:15][CH2:16][C:17]2[CH:22]=[CH:21][CH:20]=[CH:19][C:18]=2[O:23][C:24]2[CH:29]=[CH:28][CH:27]=[CH:26][C:25]=2/[CH:30]=[CH:31]/[C:32]#[N:33])[CH2:12][CH2:11][N:10](C(OC(C)(C)C)=O)[CH2:9]1)[C:2]1[CH:7]=[CH:6][CH:5]=[CH:4][CH:3]=1.[C:42](OC(=O)C)(=[O:44])[CH3:43]. Product: [CH2:1]([C@@H:8]1[CH2:9][NH:10][CH2:11][CH2:12][N:13]1[C:14](=[O:34])[CH2:15][CH2:16][C:17]1[CH:22]=[CH:21][CH:20]=[CH:19][C:18]=1[O:23][C:24]1[CH:29]=[CH:28][CH:27]=[CH:26][C:25]=1[CH2:30][CH2:31][CH2:32][NH:33][C:42](=[O:44])[CH3:43])[C:2]1[CH:3]=[CH:4][CH:5]=[CH:6][CH:7]=1. The catalyst class is: 181. (2) Reactant: [H-].[H-].[H-].[H-].[Li+].[Al+3].CON(C)[C:10](=[O:22])[CH:11]([CH3:21])[CH2:12][NH:13][C:14](=[O:20])[O:15][C:16]([CH3:19])([CH3:18])[CH3:17]. Product: [CH3:21][CH:11]([CH:10]=[O:22])[CH2:12][NH:13][C:14](=[O:20])[O:15][C:16]([CH3:17])([CH3:18])[CH3:19]. The catalyst class is: 1. (3) Reactant: [F:1][C:2]1[CH:14]=[CH:13][CH:12]=[CH:11][C:3]=1[CH2:4][N:5]1[CH:9]=[N:8][NH:7][C:6]1=[O:10].[OH-].[Na+].[Br:17]Br. Product: [Br:17][C:9]1[N:5]([CH2:4][C:3]2[CH:11]=[CH:12][CH:13]=[CH:14][C:2]=2[F:1])[C:6](=[O:10])[NH:7][N:8]=1. The catalyst class is: 6. (4) Reactant: FC(F)(F)C(O)=O.[F:8][C:9]1[CH:14]=[CH:13][C:12]([N:15]2[C:19]3[N:20]=[CH:21][N:22]([CH2:25][C:26]4([OH:32])[CH2:31][CH2:30][NH:29][CH2:28][CH2:27]4)[C:23](=[O:24])[C:18]=3[CH:17]=[N:16]2)=[CH:11][CH:10]=1.C(N(CC)CC)C.[CH3:40][NH:41][C:42](Cl)=[O:43]. Product: [F:8][C:9]1[CH:10]=[CH:11][C:12]([N:15]2[C:19]3[N:20]=[CH:21][N:22]([CH2:25][C:26]4([OH:32])[CH2:31][CH2:30][N:29]([C:42]([NH:41][CH3:40])=[O:43])[CH2:28][CH2:27]4)[C:23](=[O:24])[C:18]=3[CH:17]=[N:16]2)=[CH:13][CH:14]=1. The catalyst class is: 4. (5) Reactant: [CH3:1][O:2][C:3]1[N:8]=[CH:7][N:6]=[C:5]([N:9]2[C:18](=[O:19])[C:17]3[C:12](=[CH:13][C:14]([C:20](O)=[O:21])=[CH:15][CH:16]=3)[NH:11][C:10]2=[S:23])[CH:4]=1.CCN(C(C)C)C(C)C.CN(C(ON1N=NC2C=CC=NC1=2)=[N+](C)C)C.F[P-](F)(F)(F)(F)F.[Cl:57][C:58]1[CH:65]=[CH:64][C:61]([CH2:62][NH2:63])=[CH:60][CH:59]=1. Product: [Cl:57][C:58]1[CH:65]=[CH:64][C:61]([CH2:62][NH:63][C:20]([C:14]2[CH:13]=[C:12]3[C:17]([C:18](=[O:19])[N:9]([C:5]4[CH:4]=[C:3]([O:2][CH3:1])[N:8]=[CH:7][N:6]=4)[C:10](=[S:23])[NH:11]3)=[CH:16][CH:15]=2)=[O:21])=[CH:60][CH:59]=1. The catalyst class is: 3.